From a dataset of Full USPTO retrosynthesis dataset with 1.9M reactions from patents (1976-2016). Predict the reactants needed to synthesize the given product. (1) Given the product [Br:29][CH2:10][C:8]1[CH:7]=[CH:6][C:3]([C:4]#[N:5])=[C:2]([F:1])[CH:9]=1, predict the reactants needed to synthesize it. The reactants are: [F:1][C:2]1[CH:9]=[C:8]([CH3:10])[CH:7]=[CH:6][C:3]=1[C:4]#[N:5].C(OOC(=O)C1C=CC=CC=1)(=O)C1C=CC=CC=1.[Br:29]N1C(=O)CCC1=O. (2) Given the product [CH2:14]([N:21]1[CH2:26][CH2:25][CH:24]([CH2:27][CH:28]([C:2]2[CH:7]=[CH:6][CH:5]=[CH:4][C:3]=2[Cl:8])[OH:29])[CH2:23][CH2:22]1)[C:15]1[CH:20]=[CH:19][CH:18]=[CH:17][CH:16]=1, predict the reactants needed to synthesize it. The reactants are: Br[C:2]1[CH:7]=[CH:6][CH:5]=[CH:4][C:3]=1[Cl:8].C([Li])CCC.[CH2:14]([N:21]1[CH2:26][CH2:25][CH:24]([CH2:27][CH:28]=[O:29])[CH2:23][CH2:22]1)[C:15]1[CH:20]=[CH:19][CH:18]=[CH:17][CH:16]=1.O. (3) Given the product [Cl:1][C:2]1[N:3]=[C:4]([NH:20][C:18]2[NH:17][N:16]=[C:15]([CH:12]3[CH2:14][CH2:13]3)[CH:19]=2)[C:5]2[S:10][CH:9]=[CH:8][C:6]=2[N:7]=1, predict the reactants needed to synthesize it. The reactants are: [Cl:1][C:2]1[N:3]=[C:4](Cl)[C:5]2[S:10][CH:9]=[CH:8][C:6]=2[N:7]=1.[CH:12]1([C:15]2[CH:19]=[C:18]([NH2:20])[NH:17][N:16]=2)[CH2:14][CH2:13]1.C(N(C(C)C)CC)(C)C. (4) Given the product [NH:8]1[CH2:9][CH:10]([N:12]2[CH2:17][CH2:16][N:15]([C:18](=[O:21])[CH2:19][CH3:20])[CH2:14][CH2:13]2)[CH2:11]1, predict the reactants needed to synthesize it. The reactants are: C1(C(C2C=CC=CC=2)[N:8]2[CH2:11][CH:10]([N:12]3[CH2:17][CH2:16][N:15]([C:18](=[O:21])[CH2:19][CH3:20])[CH2:14][CH2:13]3)[CH2:9]2)C=CC=CC=1. (5) The reactants are: Cl[C:2]1[CH:7]=[CH:6][N:5]=[C:4]2[CH:8]=[C:9]([C:11]3[N:12]([CH3:16])[CH:13]=[CH:14][N:15]=3)[S:10][C:3]=12.[CH3:17][NH:18][C:19]([C:21]1[C:29]2[C:24](=[CH:25][C:26](O)=[CH:27][CH:28]=2)[N:23]([CH3:31])[C:22]=1[CH2:32][CH3:33])=[O:20].C([O-])([O-])=[O:35].[Cs+].[Cs+]. Given the product [CH3:17][NH:18][C:19]([C:21]1[C:29]2[C:24](=[CH:25][CH:26]=[CH:27][C:28]=2[O:35][C:2]2[CH:7]=[CH:6][N:5]=[C:4]3[CH:8]=[C:9]([C:11]4[N:12]([CH3:16])[CH:13]=[CH:14][N:15]=4)[S:10][C:3]=23)[N:23]([CH3:31])[C:22]=1[CH2:32][CH3:33])=[O:20], predict the reactants needed to synthesize it. (6) The reactants are: [CH:1]1[C:11]2[CH2:10][CH2:9][C:8]3[CH:12]=[CH:13][CH:14]=[CH:15][C:7]=3[C:6](=[C:16]3[CH2:21][CH2:20][CH:19]([NH:22]C(=O)OCC4C=CC=CC=4)[CH2:18][CH2:17]3)[C:5]=2[CH:4]=[CH:3][CH:2]=1. Given the product [CH:12]1[C:8]2[CH2:9][CH2:10][C:11]3[CH:1]=[CH:2][CH:3]=[CH:4][C:5]=3[C:6](=[C:16]3[CH2:17][CH2:18][CH:19]([NH2:22])[CH2:20][CH2:21]3)[C:7]=2[CH:15]=[CH:14][CH:13]=1, predict the reactants needed to synthesize it. (7) Given the product [C:8]1([CH:2]([N:23]2[CH2:28][CH2:27][S:26][CH2:25][CH2:24]2)[C:3]([O:5][CH2:6][CH3:7])=[O:4])[CH:13]=[CH:12][CH:11]=[CH:10][CH:9]=1, predict the reactants needed to synthesize it. The reactants are: Br[CH:2]([C:8]1[CH:13]=[CH:12][CH:11]=[CH:10][CH:9]=1)[C:3]([O:5][CH2:6][CH3:7])=[O:4].CCN(C(C)C)C(C)C.[NH:23]1[CH2:28][CH2:27][S:26][CH2:25][CH2:24]1. (8) Given the product [OH:1][C:2]1[CH:7]=[CH:6][C:5]([C:8]2[CH:9]=[CH:10][C:11](=[O:14])[NH:12][N:13]=2)=[CH:4][CH:3]=1, predict the reactants needed to synthesize it. The reactants are: [OH:1][C:2]1[CH:7]=[CH:6][C:5]([C:8]2[CH2:9][CH2:10][C:11](=[O:14])[NH:12][N:13]=2)=[CH:4][CH:3]=1.[N+](C1C=C(S([O-])(=O)=O)C=CC=1)([O-])=O.[Na+].Cl.O.